From a dataset of Full USPTO retrosynthesis dataset with 1.9M reactions from patents (1976-2016). Predict the reactants needed to synthesize the given product. (1) The reactants are: [C:1]([NH:4][C:5]1[S:6][CH:7]=[C:8]([C:10]([OH:12])=O)[N:9]=1)(=[O:3])[CH3:2].[NH2:13][C:14]1[CH:19]=[CH:18][C:17]([NH:20][C:21](=[O:27])[O:22][C:23]([CH3:26])([CH3:25])[CH3:24])=[CH:16][CH:15]=1.Cl.C(N=C=NCCCN(C)C)C.ON1C2C=CC=CC=2N=N1. Given the product [C:1]([NH:4][C:5]1[S:6][CH:7]=[C:8]([C:10]([NH:13][C:14]2[CH:15]=[CH:16][C:17]([NH:20][C:21](=[O:27])[O:22][C:23]([CH3:25])([CH3:24])[CH3:26])=[CH:18][CH:19]=2)=[O:12])[N:9]=1)(=[O:3])[CH3:2], predict the reactants needed to synthesize it. (2) Given the product [C:60]([O:64][C:65](=[O:67])[CH2:66][C:15]1[C:24]2[C:19](=[CH:20][CH:21]=[CH:22][CH:23]=2)[CH:18]=[C:17]([Cl:25])[N:16]=1)([CH3:63])([CH3:62])[CH3:61], predict the reactants needed to synthesize it. The reactants are: C[Si](C)(C)N[Si](C)(C)C.C(OC(=O)C[C:15]1[C:24]2[C:19](=[CH:20][CH:21]=[CH:22][CH:23]=2)[CH:18]=[C:17]([Cl:25])[N:16]=1)C.[Li]CCCC.C1(P(C2CCCCC2)C2C=CC=CC=2C2C=CC=CC=2N(C)C)CCCCC1.[C:60]([O:64][C:65](=[O:67])[CH3:66])([CH3:63])([CH3:62])[CH3:61].ClC1C2C(=CC=CC=2)C=C(Cl)N=1. (3) Given the product [C:35]([N:19]([CH2:20][C:21]1[CH:22]=[C:23]([C:31]([F:34])([F:33])[F:32])[CH:24]=[C:25]([C:27]([F:30])([F:28])[F:29])[CH:26]=1)[CH:15]1[CH2:16][CH2:17][CH2:18][N:12]([C:10]([O:9][CH:6]([CH3:8])[CH3:7])=[O:11])[C:13]2[CH:41]=[C:40]([NH:42][S:2]([CH3:1])(=[O:4])=[O:3])[CH:39]=[CH:38][C:14]1=2)(=[O:37])[CH3:36], predict the reactants needed to synthesize it. The reactants are: [CH3:1][S:2](Cl)(=[O:4])=[O:3].[CH:6]([O:9][C:10]([N:12]1[CH2:18][CH2:17][CH2:16][CH:15]([N:19]([C:35](=[O:37])[CH3:36])[CH2:20][C:21]2[CH:26]=[C:25]([C:27]([F:30])([F:29])[F:28])[CH:24]=[C:23]([C:31]([F:34])([F:33])[F:32])[CH:22]=2)[C:14]2[CH:38]=[CH:39][C:40]([NH2:42])=[CH:41][C:13]1=2)=[O:11])([CH3:8])[CH3:7].N1C=CC=CC=1. (4) Given the product [CH2:1]([N:8]1[C:12]([CH:13]=[C:14]2[C:22]3[C:17](=[CH:18][CH:19]=[CH:20][CH:21]=3)[CH2:16][CH:15]2[C:25]2[CH:30]=[CH:29][CH:28]=[CH:27][CH:26]=2)=[CH:11][N:10]=[CH:9]1)[C:2]1[CH:3]=[CH:4][CH:5]=[CH:6][CH:7]=1, predict the reactants needed to synthesize it. The reactants are: [CH2:1]([N:8]1[C:12]([CH:13]=[C:14]2[C:22]3[C:17](=[CH:18][CH:19]=[C:20](OC)[CH:21]=3)[CH2:16][CH:15]2[C:25]2[CH:30]=[CH:29][CH:28]=[CH:27][CH:26]=2)=[CH:11][N:10]=[CH:9]1)[C:2]1[CH:7]=[CH:6][CH:5]=[CH:4][CH:3]=1.C1(C2CC3C(=CC=CC=3)C2=O)C=CC=CC=1.